Regression. Given a peptide amino acid sequence and an MHC pseudo amino acid sequence, predict their binding affinity value. This is MHC class I binding data. From a dataset of Peptide-MHC class I binding affinity with 185,985 pairs from IEDB/IMGT. (1) The peptide sequence is SVFELSNFA. The MHC is HLA-A24:03 with pseudo-sequence HLA-A24:03. The binding affinity (normalized) is 0.0847. (2) The peptide sequence is ADLRFASEF. The MHC is HLA-B27:05 with pseudo-sequence HLA-B27:05. The binding affinity (normalized) is 0.0847. (3) The peptide sequence is DTMTYKCPR. The MHC is HLA-A33:01 with pseudo-sequence HLA-A33:01. The binding affinity (normalized) is 0.825. (4) The peptide sequence is IETLMLLALI. The MHC is HLA-B40:01 with pseudo-sequence HLA-B40:01. The binding affinity (normalized) is 0.507. (5) The peptide sequence is HAIFTYTGGY. The MHC is HLA-A33:01 with pseudo-sequence HLA-A33:01. The binding affinity (normalized) is 0. (6) The peptide sequence is WSQNPTMLY. The MHC is HLA-B15:01 with pseudo-sequence HLA-B15:01. The binding affinity (normalized) is 0.706. (7) The peptide sequence is KTKDYVNGL. The MHC is HLA-A24:02 with pseudo-sequence HLA-A24:02. The binding affinity (normalized) is 0.159. (8) The peptide sequence is GYRSKACDM. The binding affinity (normalized) is 0.0847. The MHC is HLA-A24:02 with pseudo-sequence HLA-A24:02. (9) The peptide sequence is ATPSVAENV. The MHC is Mamu-A01 with pseudo-sequence Mamu-A01. The binding affinity (normalized) is 0.945. (10) The peptide sequence is FAAAAARTL. The MHC is HLA-A01:01 with pseudo-sequence HLA-A01:01. The binding affinity (normalized) is 0.0847.